Dataset: Forward reaction prediction with 1.9M reactions from USPTO patents (1976-2016). Task: Predict the product of the given reaction. (1) Given the reactants [OH:1][C:2]1([CH2:9][N:10]2[CH2:15][CH2:14][C:13]3[NH:16][C:17]([CH:20]=O)=[C:18]([CH3:19])[C:12]=3[C:11]2=[O:22])[CH2:7][CH2:6][N:5]([CH3:8])[CH2:4][CH2:3]1.[F:23][C:24]1[C:29]([F:30])=[CH:28][CH:27]=[CH:26][C:25]=1[C:31]1[CH:39]=[CH:38][CH:37]=[C:36]2[C:32]=1[CH2:33][C:34](=[O:40])[NH:35]2, predict the reaction product. The product is: [F:23][C:24]1[C:29]([F:30])=[CH:28][CH:27]=[CH:26][C:25]=1[C:31]1[CH:39]=[CH:38][CH:37]=[C:36]2[C:32]=1[C:33](=[CH:20][C:17]1[NH:16][C:13]3[CH2:14][CH2:15][N:10]([CH2:9][C:2]4([OH:1])[CH2:3][CH2:4][N:5]([CH3:8])[CH2:6][CH2:7]4)[C:11](=[O:22])[C:12]=3[C:18]=1[CH3:19])[C:34](=[O:40])[NH:35]2. (2) Given the reactants Br[C:2]1[CH:7]=[C:6]([F:8])[CH:5]=[CH:4][C:3]=1[CH:9]([F:11])[F:10].CN(C)[CH:14]=[O:15].Cl, predict the reaction product. The product is: [F:10][CH:9]([F:11])[C:3]1[CH:4]=[CH:5][C:6]([F:8])=[CH:7][C:2]=1[CH:14]=[O:15]. (3) Given the reactants [CH:1](=O)[C:2]1[CH:7]=[CH:6][CH:5]=[CH:4][CH:3]=1.Cl.[NH2:10][OH:11], predict the reaction product. The product is: [CH:1](=[N:10][OH:11])[C:2]1[CH:7]=[CH:6][CH:5]=[CH:4][CH:3]=1. (4) Given the reactants C(OC([NH:8][C:9]1[S:10][C:11]([Cl:74])=[C:12]([C:14](=[N:53][O:54]C(C2C=CC=CC=2)(C2C=CC=CC=2)C2C=CC=CC=2)[C:15]([NH:17][C@@H:18]2[C:25](=[O:26])[N:24]3[C@@H:19]2[S:20][CH2:21][C:22](/[CH:43]=[CH:44]/OS(C(F)(F)F)(=O)=O)=[C:23]3[C:27]([O:29]C(C2C=CC=CC=2)C2C=CC=CC=2)=[O:28])=[O:16])[N:13]=1)=O)(C)(C)C.[SH:75][C:76]1[N:81]=[C:80]([S:82][CH2:83][CH2:84][NH:85]C(C2C=CC=CC=2)(C2C=CC=CC=2)C2C=CC=CC=2)[N:79]=[C:78]([NH:105]C(=O)OC(C)(C)C)[CH:77]=1, predict the reaction product. The product is: [NH2:105][C:78]1[N:79]=[C:80]([S:82][CH2:83][CH2:84][NH2:85])[N:81]=[C:76]([S:75]/[CH:44]=[CH:43]/[C:22]2[CH2:21][S:20][C@H:19]3[N:24]([C:25](=[O:26])[C@H:18]3[NH:17][C:15](=[O:16])[C:14]([C:12]3[N:13]=[C:9]([NH2:8])[S:10][C:11]=3[Cl:74])=[N:53][OH:54])[C:23]=2[C:27]([OH:29])=[O:28])[CH:77]=1.